From a dataset of Full USPTO retrosynthesis dataset with 1.9M reactions from patents (1976-2016). Predict the reactants needed to synthesize the given product. (1) Given the product [C:1]([O:5][CH:6]([C:10]1[N:15]([CH3:16])[C:14](=[O:17])[C:13]2[N:18]([CH2:39][C:38]3[CH:41]=[CH:42][C:35]([N+:32]([O-:34])=[O:33])=[CH:36][CH:37]=3)[CH:19]=[CH:20][C:12]=2[C:11]=1[C:21]1[C:22]([CH3:31])=[C:23]2[C:28](=[CH:29][CH:30]=1)[O:27][CH2:26][CH2:25][CH2:24]2)[C:7]([OH:9])=[O:8])([CH3:4])([CH3:3])[CH3:2], predict the reactants needed to synthesize it. The reactants are: [C:1]([O:5][CH:6]([C:10]1[N:15]([CH3:16])[C:14](=[O:17])[C:13]2[NH:18][CH:19]=[CH:20][C:12]=2[C:11]=1[C:21]1[C:22]([CH3:31])=[C:23]2[C:28](=[CH:29][CH:30]=1)[O:27][CH2:26][CH2:25][CH2:24]2)[C:7]([OH:9])=[O:8])([CH3:4])([CH3:3])[CH3:2].[N+:32]([C:35]1[CH:42]=[CH:41][C:38]([CH2:39]Br)=[CH:37][CH:36]=1)([O-:34])=[O:33]. (2) Given the product [CH2:78]([O:85][C:86]1[CH:103]=[CH:102][C:101]2[C:100]3[C@H:91]([C@H:92]4[C@@:96]([CH2:98][C:99]=3[CH2:104]/[CH:105]=[CH:106]\[CH2:107][CH2:108][CH2:109][CH2:110][CH2:111][CH2:112][C@H:113]([CH2:130][CH2:131][C:132]([F:143])([F:144])[C:133]([F:141])([F:142])[C:134]([F:140])([F:139])[C:135]([F:138])([F:136])[F:137])[C:114]([N:116]3[C@H:120]([C:121]5[CH:122]=[CH:123][CH:124]=[CH:125][CH:126]=5)[C@H:119]([CH3:127])[N:118]([CH3:128])[C:117]3=[O:129])=[O:115])([CH3:97])[C@@H:95]([O:145][CH2:146][C:147]3[CH:152]=[CH:151][CH:150]=[CH:149][CH:148]=3)[CH2:94][CH2:93]4)[CH2:90][CH2:89][C:88]=2[CH:87]=1)[C:79]1[CH:84]=[CH:83][CH:82]=[CH:81][CH:80]=1, predict the reactants needed to synthesize it. The reactants are: C(OC1C=CC2C3[C@H]([C@H]4[C@@](CC=3CC=C)(C)[C@@H](OCC3C=CC=CC=3)CC4)CCC=2C=1)C1C=CC=CC=1.CN1[C@@H](C)[C@@H](C2C=CC=CC=2)N(C(=O)[C@@H](CCC(F)(F)C(F)(F)C(F)(F)C(F)(F)F)CCCCCCC=C)C1=O.[CH2:78]([O:85][C:86]1[CH:103]=[CH:102][C:101]2[C:100]3[C@H:91]([C@H:92]4[C@@:96]([CH2:98][C:99]=3[CH2:104]/[CH:105]=[CH:106]/[CH2:107][CH2:108][CH2:109][CH2:110][CH2:111][CH2:112][C@H:113]([CH2:130][CH2:131][C:132]([F:144])([F:143])[C:133]([F:142])([F:141])[C:134]([F:140])([F:139])[C:135]([F:138])([F:137])[F:136])[C:114]([N:116]3[C@H:120]([C:121]5[CH:126]=[CH:125][CH:124]=[CH:123][CH:122]=5)[C@H:119]([CH3:127])[N:118]([CH3:128])[C:117]3=[O:129])=[O:115])([CH3:97])[C@@H:95]([O:145][CH2:146][C:147]3[CH:152]=[CH:151][CH:150]=[CH:149][CH:148]=3)[CH2:94][CH2:93]4)[CH2:90][CH2:89][C:88]=2[CH:87]=1)[C:79]1[CH:84]=[CH:83][CH:82]=[CH:81][CH:80]=1. (3) Given the product [NH:22]1[C:23]2[C:28](=[CH:27][CH:26]=[CH:25][CH:24]=2)[C:20]([CH2:19][CH2:18][N:17]2[C:3](=[O:5])[C:2]([OH:1])=[C:8]([C:9](=[O:16])[C:10]3[CH:11]=[CH:12][CH:13]=[CH:14][CH:15]=3)[CH:29]2[C:31]2[CH:40]=[CH:39][C:34]([C:35]([O:37][CH3:38])=[O:36])=[CH:33][CH:32]=2)=[CH:21]1, predict the reactants needed to synthesize it. The reactants are: [OH:1]/[C:2](=[CH:8]\[C:9](=[O:16])[C:10]1[CH:15]=[CH:14][CH:13]=[CH:12][CH:11]=1)/[C:3]([O:5]CC)=O.[NH2:17][CH2:18][CH2:19][C:20]1[C:28]2[C:23](=[CH:24][CH:25]=[CH:26][CH:27]=2)[NH:22][CH:21]=1.[CH:29]([C:31]1[CH:40]=[CH:39][C:34]([C:35]([O:37][CH3:38])=[O:36])=[CH:33][CH:32]=1)=O.